This data is from NCI-60 drug combinations with 297,098 pairs across 59 cell lines. The task is: Regression. Given two drug SMILES strings and cell line genomic features, predict the synergy score measuring deviation from expected non-interaction effect. (1) Drug 1: C1=NC2=C(N=C(N=C2N1C3C(C(C(O3)CO)O)F)Cl)N. Drug 2: C1CC(=O)NC(=O)C1N2C(=O)C3=CC=CC=C3C2=O. Cell line: PC-3. Synergy scores: CSS=0.767, Synergy_ZIP=-2.16, Synergy_Bliss=2.45, Synergy_Loewe=-11.7, Synergy_HSA=0.931. (2) Drug 1: CCC1(CC2CC(C3=C(CCN(C2)C1)C4=CC=CC=C4N3)(C5=C(C=C6C(=C5)C78CCN9C7C(C=CC9)(C(C(C8N6C=O)(C(=O)OC)O)OC(=O)C)CC)OC)C(=O)OC)O.OS(=O)(=O)O. Drug 2: CCCCC(=O)OCC(=O)C1(CC(C2=C(C1)C(=C3C(=C2O)C(=O)C4=C(C3=O)C=CC=C4OC)O)OC5CC(C(C(O5)C)O)NC(=O)C(F)(F)F)O. Cell line: CAKI-1. Synergy scores: CSS=49.0, Synergy_ZIP=-3.32, Synergy_Bliss=1.31, Synergy_Loewe=-0.573, Synergy_HSA=1.79.